Dataset: Forward reaction prediction with 1.9M reactions from USPTO patents (1976-2016). Task: Predict the product of the given reaction. Given the reactants [Cl:1][C:2]1[N:7]=[C:6](Cl)[C:5]([N:9]([CH3:11])[CH3:10])=[CH:4][N:3]=1.Cl.Cl.[NH:14]1[C:18]2[CH2:19][CH2:20][CH2:21][NH:22][C:17]=2[N:16]=[CH:15]1.C(=O)([O-])[O-].[K+].[K+], predict the reaction product. The product is: [Cl:1][C:2]1[N:7]=[C:6]([N:22]2[CH2:21][CH2:20][C:19]3[N:16]=[CH:15][NH:14][C:18]=3[CH2:17]2)[C:5]([N:9]([CH3:11])[CH3:10])=[CH:4][N:3]=1.